Dataset: Reaction yield outcomes from USPTO patents with 853,638 reactions. Task: Predict the reaction yield, written as a fraction of the theoretical maximum amount of product (1.0 means a 100% yield; for example, 0.34 means a 34% yield). The reactants are C(O)(C(F)(F)F)=O.[F:8][C:9]1[CH:10]=[C:11]([C:15]2[CH:16]=[CH:17][C:18]3[N:24]4[CH2:25][CH2:26][CH:21]([CH2:22][CH2:23]4)[N:20](C(OC(C)(C)C)=O)[C:19]=3[N:34]=2)[CH:12]=[N:13][CH:14]=1. The catalyst is C(Cl)Cl. The product is [F:8][C:9]1[CH:10]=[C:11]([C:15]2[CH:16]=[CH:17][C:18]3[N:24]4[CH2:25][CH2:26][CH:21]([CH2:22][CH2:23]4)[NH:20][C:19]=3[N:34]=2)[CH:12]=[N:13][CH:14]=1. The yield is 1.00.